This data is from Catalyst prediction with 721,799 reactions and 888 catalyst types from USPTO. The task is: Predict which catalyst facilitates the given reaction. (1) The catalyst class is: 4. Product: [CH2:10]([N:17]([CH2:24][C:25]1[CH:30]=[CH:29][CH:28]=[CH:27][CH:26]=1)[C@@H:18]([C:20]1([F:7])[CH2:22][CH2:21]1)[CH3:19])[C:11]1[CH:16]=[CH:15][CH:14]=[CH:13][CH:12]=1. Reactant: CCN(S(F)(F)[F:7])CC.[CH2:10]([N:17]([CH2:24][C:25]1[CH:30]=[CH:29][CH:28]=[CH:27][CH:26]=1)[C@@H:18]([C:20]1(O)[CH2:22][CH2:21]1)[CH3:19])[C:11]1[CH:16]=[CH:15][CH:14]=[CH:13][CH:12]=1. (2) Reactant: [CH3:1][N:2]([CH2:9][CH2:10][OH:11])[C:3]1[CH:8]=[CH:7][CH:6]=[CH:5][N:4]=1.F[C:13]1[CH:20]=[CH:19][C:16]([CH:17]=[O:18])=[CH:15][CH:14]=1.CS(C)=O.CN(C)C=O. Product: [CH3:1][N:2]([CH2:9][CH2:10][O:11][C:13]1[CH:20]=[CH:19][C:16]([CH:17]=[O:18])=[CH:15][CH:14]=1)[C:3]1[CH:8]=[CH:7][CH:6]=[CH:5][N:4]=1. The catalyst class is: 7.